This data is from Forward reaction prediction with 1.9M reactions from USPTO patents (1976-2016). The task is: Predict the product of the given reaction. (1) Given the reactants [NH2:1][C@@:2]([C:14]1[CH:19]=[C:18]([Br:20])[C:17]([F:21])=[CH:16][C:15]=1[F:22])([CH3:13])[CH2:3][CH:4]([C:6]1[C:7]([CH3:12])=[N:8][O:9][C:10]=1[CH3:11])[OH:5].[C:23]([N:31]=[C:32]=[S:33])(=[O:30])[C:24]1[CH:29]=[CH:28][CH:27]=[CH:26][CH:25]=1, predict the reaction product. The product is: [Br:20][C:18]1[C:17]([F:21])=[CH:16][C:15]([F:22])=[C:14]([C@@:2]([NH:1][C:32]([NH:31][C:23](=[O:30])[C:24]2[CH:25]=[CH:26][CH:27]=[CH:28][CH:29]=2)=[S:33])([CH2:3][CH:4]([C:6]2[C:7]([CH3:12])=[N:8][O:9][C:10]=2[CH3:11])[OH:5])[CH3:13])[CH:19]=1. (2) Given the reactants [Cl:1][C:2]1[S:3][CH:4]=[CH:5][C:6]=1[CH2:7][OH:8].[Br:9]N1C(=O)CCC1=O.S([O-])([O-])(=O)=S.[Na+].[Na+], predict the reaction product. The product is: [Br:9][C:4]1[S:3][C:2]([Cl:1])=[C:6]([CH2:7][OH:8])[CH:5]=1. (3) Given the reactants [CH2:1](O)[CH2:2][CH2:3][CH2:4][CH2:5][CH2:6][CH2:7][CH2:8][CH:9]=[CH2:10].C1(P(C2C=CC=CC=2)C2C=CC=CC=2)C=CC=CC=1.C1C(=O)N([Br:38])C(=O)C1, predict the reaction product. The product is: [Br:38][CH2:1][CH2:2][CH2:3][CH2:4][CH2:5][CH2:6][CH2:7][CH2:8][CH:9]=[CH2:10]. (4) Given the reactants [NH2:1][C:2]1[N:7]=[CH:6][C:5]([C:8]2[CH:9]=[C:10]3[C:14](=[CH:15][CH:16]=2)[NH:13][C:12]([C:17]([O:19]CC)=[O:18])=[CH:11]3)=[CH:4][C:3]=1[O:22][CH2:23][C:24]1[C:29]([Cl:30])=[CH:28][CH:27]=[CH:26][C:25]=1[Cl:31].O.[OH-].[Li+], predict the reaction product. The product is: [NH2:1][C:2]1[N:7]=[CH:6][C:5]([C:8]2[CH:9]=[C:10]3[C:14](=[CH:15][CH:16]=2)[NH:13][C:12]([C:17]([OH:19])=[O:18])=[CH:11]3)=[CH:4][C:3]=1[O:22][CH2:23][C:24]1[C:25]([Cl:31])=[CH:26][CH:27]=[CH:28][C:29]=1[Cl:30]. (5) Given the reactants [CH3:1][N:2]1[C:6]2=[N:7][C:8]([NH:15][CH2:16][C:17](O)=[O:18])=[CH:9][C:10]([C:11]([F:14])([F:13])[F:12])=[C:5]2[C:4]([C:20]2[CH:25]=[CH:24][CH:23]=[CH:22][CH:21]=2)=[N:3]1.CC(C)N=C=NC(C)C.C1C=CC2N(O)N=NC=2C=1.[CH3:45][C@H:46]([NH2:53])[C:47]1[CH:52]=[CH:51][CH:50]=[CH:49][CH:48]=1, predict the reaction product. The product is: [CH3:1][N:2]1[C:6]2=[N:7][C:8]([NH:15][CH2:16][C:17]([NH:53][C@H:46]([C:47]3[CH:52]=[CH:51][CH:50]=[CH:49][CH:48]=3)[CH3:45])=[O:18])=[CH:9][C:10]([C:11]([F:12])([F:13])[F:14])=[C:5]2[C:4]([C:20]2[CH:25]=[CH:24][CH:23]=[CH:22][CH:21]=2)=[N:3]1.